Dataset: NCI-60 drug combinations with 297,098 pairs across 59 cell lines. Task: Regression. Given two drug SMILES strings and cell line genomic features, predict the synergy score measuring deviation from expected non-interaction effect. (1) Drug 1: C1CCN(CC1)CCOC2=CC=C(C=C2)C(=O)C3=C(SC4=C3C=CC(=C4)O)C5=CC=C(C=C5)O. Drug 2: C1=NNC2=C1C(=O)NC=N2. Cell line: A549. Synergy scores: CSS=-0.0525, Synergy_ZIP=1.43, Synergy_Bliss=2.64, Synergy_Loewe=-3.27, Synergy_HSA=-1.76. (2) Drug 1: CS(=O)(=O)OCCCCOS(=O)(=O)C. Drug 2: C1C(C(OC1N2C=NC3=C2NC=NCC3O)CO)O. Cell line: MDA-MB-231. Synergy scores: CSS=6.04, Synergy_ZIP=-2.72, Synergy_Bliss=-2.09, Synergy_Loewe=-1.31, Synergy_HSA=-1.22. (3) Drug 1: CC12CCC(CC1=CCC3C2CCC4(C3CC=C4C5=CN=CC=C5)C)O. Drug 2: CC1=C(C(=CC=C1)Cl)NC(=O)C2=CN=C(S2)NC3=CC(=NC(=N3)C)N4CCN(CC4)CCO. Cell line: COLO 205. Synergy scores: CSS=-8.07, Synergy_ZIP=1.89, Synergy_Bliss=-8.84, Synergy_Loewe=-11.2, Synergy_HSA=-13.1. (4) Drug 1: C1=CC(=CC=C1CCC2=CNC3=C2C(=O)NC(=N3)N)C(=O)NC(CCC(=O)O)C(=O)O. Drug 2: C(CC(=O)O)C(=O)CN.Cl. Cell line: HCT116. Synergy scores: CSS=39.9, Synergy_ZIP=3.14, Synergy_Bliss=0.777, Synergy_Loewe=-0.191, Synergy_HSA=1.48.